Predict which catalyst facilitates the given reaction. From a dataset of Catalyst prediction with 721,799 reactions and 888 catalyst types from USPTO. Reactant: C(N(CC)CC)C.[Cl:8][C:9]1[CH:17]=[CH:16][C:12]([C:13]([OH:15])=O)=[CH:11][C:10]=1[NH:18][C:19]([C:21]1[C:32](=[O:33])[NH:31][C:24]2[N:25]=[C:26]([O:29][CH3:30])[N:27]=[CH:28][C:23]=2[CH:22]=1)=[O:20].CN(C(ON1N=NC2C=CC=NC1=2)=[N+](C)C)C.F[P-](F)(F)(F)(F)F.[NH2:58][C@@H:59]([C:63]1[CH:68]=[CH:67][CH:66]=[CH:65][CH:64]=1)[CH2:60][CH2:61][OH:62]. Product: [Cl:8][C:9]1[CH:17]=[CH:16][C:12]([C:13](=[O:15])[NH:58][C@@H:59]([C:63]2[CH:68]=[CH:67][CH:66]=[CH:65][CH:64]=2)[CH2:60][CH2:61][OH:62])=[CH:11][C:10]=1[NH:18][C:19]([C:21]1[C:32](=[O:33])[NH:31][C:24]2[N:25]=[C:26]([O:29][CH3:30])[N:27]=[CH:28][C:23]=2[CH:22]=1)=[O:20]. The catalyst class is: 3.